From a dataset of Peptide-MHC class I binding affinity with 185,985 pairs from IEDB/IMGT. Regression. Given a peptide amino acid sequence and an MHC pseudo amino acid sequence, predict their binding affinity value. This is MHC class I binding data. The binding affinity (normalized) is 0.0847. The MHC is HLA-A26:02 with pseudo-sequence HLA-A26:02. The peptide sequence is EFKRRLKDL.